Dataset: Cav3 T-type calcium channel HTS with 100,875 compounds. Task: Binary Classification. Given a drug SMILES string, predict its activity (active/inactive) in a high-throughput screening assay against a specified biological target. The molecule is Brc1c(NC(=O)c2noc(CC(C)C)c2)c(F)cc(F)c1. The result is 0 (inactive).